From a dataset of Full USPTO retrosynthesis dataset with 1.9M reactions from patents (1976-2016). Predict the reactants needed to synthesize the given product. (1) Given the product [CH3:1][C:2]1[CH:18]=[C:5]2[C:6]([C@@H:10]3[CH2:12][C@H:11]3[CH2:13][OH:14])=[CH:7][CH:8]=[CH:9][N:4]2[N:3]=1, predict the reactants needed to synthesize it. The reactants are: [CH3:1][C:2]1[CH:18]=[C:5]2[C:6]([C@@H:10]3[CH2:12][C@H:11]3[C:13](OCC)=[O:14])=[CH:7][CH:8]=[CH:9][N:4]2[N:3]=1.[H-].[Al+3].[Li+].[H-].[H-].[H-].C(OCC)(=O)C.[OH-].[Na+]. (2) Given the product [Cl-:1].[C:3]([CH2:2][N+:6]1[CH:11]=[CH:10][CH:9]=[CH:8][CH:7]=1)(=[O:4])[NH2:5], predict the reactants needed to synthesize it. The reactants are: [Cl:1][CH2:2][C:3]([NH2:5])=[O:4].[N:6]1[CH:11]=[CH:10][CH:9]=[CH:8][CH:7]=1. (3) Given the product [F:1][C:2]1[CH:7]=[CH:6][CH:5]=[CH:4][C:3]=1[O:8][C:10]1[C:19]2[C:14](=[CH:15][C:16]([O:20][CH3:21])=[CH:17][CH:18]=2)[CH:13]=[C:12]([NH:22][C:23]2[CH:27]=[C:26]([CH3:28])[NH:25][N:24]=2)[N:11]=1, predict the reactants needed to synthesize it. The reactants are: [F:1][C:2]1[CH:7]=[CH:6][CH:5]=[CH:4][C:3]=1[OH:8].Cl[C:10]1[C:19]2[C:14](=[CH:15][C:16]([O:20][CH3:21])=[CH:17][CH:18]=2)[CH:13]=[C:12]([NH:22][C:23]2[CH:27]=[C:26]([CH3:28])[NH:25][N:24]=2)[N:11]=1. (4) Given the product [NH2:32][C:33]1[CH:41]=[CH:40][C:36]([C:37]([NH:39][C:2]2[CH:7]=[CH:6][CH:5]=[C:4]([C:8]3[O:9][C:10]4[CH:16]=[CH:15][C:14]([CH3:17])=[CH:13][C:11]=4[N:12]=3)[CH:3]=2)=[O:38])=[CH:35][CH:34]=1, predict the reactants needed to synthesize it. The reactants are: Br[C:2]1[CH:3]=[C:4]([C:8]2[O:9][C:10]3[CH:16]=[CH:15][C:14]([CH3:17])=[CH:13][C:11]=3[N:12]=2)[CH:5]=[CH:6][CH:7]=1.[O-]P([O-])([O-])=O.[K+].[K+].[K+].CNCCNC.[NH2:32][C:33]1[CH:41]=[CH:40][C:36]([C:37]([NH2:39])=[O:38])=[CH:35][CH:34]=1. (5) Given the product [CH3:26][CH:25]([CH3:27])[CH2:24][C@H:23]([NH:28][C:10]([C:2]1[O:1][C:5]2[CH:6]=[CH:7][C:8]([O:40][CH3:41])=[CH:9][C:4]=2[CH:3]=1)=[O:12])[C:22](=[O:29])[NH:21][CH:20]1[CH2:19][CH2:18][CH2:17][N:16]([S:30]([C:33]2[CH:38]=[CH:37][CH:36]=[C:35]([CH3:39])[N:34]=2)(=[O:32])=[O:31])[CH2:15][CH:14]1[OH:13], predict the reactants needed to synthesize it. The reactants are: [O:1]1[C:5]2[CH:6]=[CH:7][CH:8]=[CH:9][C:4]=2[CH:3]=[C:2]1[C:10]([OH:12])=O.[OH:13][CH:14]1[CH:20]([NH:21][C:22](=[O:29])[C@@H:23]([NH2:28])[CH2:24][CH:25]([CH3:27])[CH3:26])[CH2:19][CH2:18][CH2:17][N:16]([S:30]([C:33]2[CH:38]=[CH:37][CH:36]=[C:35]([CH3:39])[N:34]=2)(=[O:32])=[O:31])[CH2:15]1.[OH:40][CH:41]1C(NC(=O)[C@@H](N)CC(C)C)CCCN(S(C2C=CC=CN=2)(=O)=O)C1. (6) Given the product [CH3:17][C:7]1([CH3:18])[CH2:6][C:5]([CH3:1])([OH:19])[CH:4]([OH:3])[CH:9]2[C:10]([CH3:15])([CH3:16])[CH:11]3[CH2:14][C:8]12[CH2:13][CH2:12]3, predict the reactants needed to synthesize it. The reactants are: [CH3:1][Li].[OH:3][CH:4]1[CH:9]2[C:10]([CH3:16])([CH3:15])[CH:11]3[CH2:14][C:8]2([CH2:13][CH2:12]3)[C:7]([CH3:18])([CH3:17])[CH2:6][C:5]1=[O:19].[Cl-].[NH4+].